Dataset: Reaction yield outcomes from USPTO patents with 853,638 reactions. Task: Predict the reaction yield, written as a fraction of the theoretical maximum amount of product (1.0 means a 100% yield; for example, 0.34 means a 34% yield). (1) The catalyst is C(#N)C. The reactants are F[C:2]1[CH:3]=[C:4]([CH:18]=[CH:19][C:20]=1[N+:21]([O-:23])=[O:22])[C:5]([N:7]([CH2:13][CH2:14][CH:15]([CH3:17])[CH3:16])[CH2:8][CH2:9][CH:10]([CH3:12])[CH3:11])=[O:6].[N:24]1([CH2:30][CH2:31][CH2:32][NH2:33])[CH2:29][CH2:28][CH2:27][CH2:26][CH2:25]1.C(=O)([O-])[O-].[K+].[K+]. The yield is 0.780. The product is [CH3:11][CH:10]([CH3:12])[CH2:9][CH2:8][N:7]([CH2:13][CH2:14][CH:15]([CH3:17])[CH3:16])[C:5](=[O:6])[C:4]1[CH:18]=[CH:19][C:20]([N+:21]([O-:23])=[O:22])=[C:2]([NH:33][CH2:32][CH2:31][CH2:30][N:24]2[CH2:29][CH2:28][CH2:27][CH2:26][CH2:25]2)[CH:3]=1. (2) The reactants are [Si:1]([O:8][C@@H:9]([C@@H:35]([CH3:82])/[CH:36]=[CH:37]\[C@@H:38]([O:74][Si:75]([C:78]([CH3:81])([CH3:80])[CH3:79])([CH3:77])[CH3:76])[CH2:39][C@H:40]([O:66][Si:67]([C:70]([CH3:73])([CH3:72])[CH3:71])([CH3:69])[CH3:68])[C@H:41]([CH3:65])/[CH:42]=[CH:43]/[CH2:44][O:45][C:46]([C:59]1[CH:64]=[CH:63][CH:62]=[CH:61][CH:60]=1)([C:53]1[CH:58]=[CH:57][CH:56]=[CH:55][CH:54]=1)[C:47]1[CH:52]=[CH:51][CH:50]=[CH:49][CH:48]=1)[C@@H:10]([CH3:34])[CH2:11][CH2:12]/[CH:13]=[CH:14]/[C:15](=[O:33])[C@@H:16]([C@@H:18]1[C@@H:23]([CH3:24])[CH2:22][O:21][CH:20]([C:25]2[CH:30]=[CH:29][C:28]([O:31][CH3:32])=[CH:27][CH:26]=2)[O:19]1)[CH3:17])([C:4]([CH3:7])([CH3:6])[CH3:5])([CH3:3])[CH3:2].[BH4-].[Na+]. The catalyst is CCOC(C)=O.CCCCCC. The product is [Si:1]([O:8][C@@H:9]([C@@H:35]([CH3:82])/[CH:36]=[CH:37]\[C@@H:38]([O:74][Si:75]([C:78]([CH3:81])([CH3:80])[CH3:79])([CH3:77])[CH3:76])[CH2:39][C@H:40]([O:66][Si:67]([C:70]([CH3:73])([CH3:72])[CH3:71])([CH3:68])[CH3:69])[C@H:41]([CH3:65])/[CH:42]=[CH:43]/[CH2:44][O:45][C:46]([C:47]1[CH:52]=[CH:51][CH:50]=[CH:49][CH:48]=1)([C:59]1[CH:64]=[CH:63][CH:62]=[CH:61][CH:60]=1)[C:53]1[CH:54]=[CH:55][CH:56]=[CH:57][CH:58]=1)[C@@H:10]([CH3:34])[CH2:11][CH2:12][CH2:13][CH2:14][C:15](=[O:33])[C@@H:16]([C@@H:18]1[C@@H:23]([CH3:24])[CH2:22][O:21][CH:20]([C:25]2[CH:30]=[CH:29][C:28]([O:31][CH3:32])=[CH:27][CH:26]=2)[O:19]1)[CH3:17])([C:4]([CH3:5])([CH3:6])[CH3:7])([CH3:2])[CH3:3]. The yield is 0.650. (3) The reactants are Cl.Cl.Cl.[O:4]1[C:8]2[CH:9]=[CH:10][CH:11]=[C:12]([N:13]3[CH2:18][CH2:17][N:16]([CH2:19][CH2:20][C@H:21]4[CH2:26][CH2:25][C@H:24]([NH2:27])[CH2:23][CH2:22]4)[CH2:15][CH2:14]3)[C:7]=2[O:6][CH2:5]1.C(NC(C)C)(C)C.[CH3:35][S:36](Cl)(=[O:38])=[O:37]. The catalyst is ClCCl. The product is [O:4]1[C:8]2[CH:9]=[CH:10][CH:11]=[C:12]([N:13]3[CH2:18][CH2:17][N:16]([CH2:19][CH2:20][C@H:21]4[CH2:26][CH2:25][C@H:24]([NH:27][S:36]([CH3:35])(=[O:38])=[O:37])[CH2:23][CH2:22]4)[CH2:15][CH2:14]3)[C:7]=2[O:6][CH2:5]1. The yield is 0.643.